This data is from Catalyst prediction with 721,799 reactions and 888 catalyst types from USPTO. The task is: Predict which catalyst facilitates the given reaction. Reactant: [C:1]1([C:8]2[CH:13]=[CH:12][CH:11]=[CH:10][CH:9]=2)[C:2]([NH2:7])=[CH:3][CH:4]=[CH:5][CH:6]=1.[C:14](O[C:14](=[O:17])[CH2:15][CH3:16])(=[O:17])[CH2:15][CH3:16].N1C=CC=C[CH:24]=1. Product: [CH3:24][C:12]1[CH:13]=[C:8]([C:1]2[CH:6]=[CH:5][CH:4]=[CH:3][C:2]=2[NH:7][C:14](=[O:17])[CH2:15][CH3:16])[CH:9]=[CH:10][CH:11]=1. The catalyst class is: 142.